From a dataset of Full USPTO retrosynthesis dataset with 1.9M reactions from patents (1976-2016). Predict the reactants needed to synthesize the given product. (1) Given the product [C:20]1([CH2:19][CH2:18][CH:17]=[N:10][NH:9][C:7](=[O:8])[C:6]2[CH:11]=[CH:12][C:3]([CH2:1][CH3:2])=[CH:4][CH:5]=2)[CH:25]=[CH:24][CH:23]=[CH:22][CH:21]=1, predict the reactants needed to synthesize it. The reactants are: [CH2:1]([C:3]1[CH:12]=[CH:11][C:6]([C:7]([NH:9][NH2:10])=[O:8])=[CH:5][CH:4]=1)[CH3:2].C(O)(=O)C.[CH:17](=O)[CH2:18][CH2:19][C:20]1[CH:25]=[CH:24][CH:23]=[CH:22][CH:21]=1. (2) Given the product [F:1][C:2]1[CH:32]=[CH:31][CH:30]=[C:29]([F:33])[C:3]=1[C:4]([N:6]([CH3:36])[C:7]([N:8]([C:10]1[CH:15]=[CH:14][C:13]([S:16][C:17]([F:25])([F:26])[CH:18]([F:24])[O:19][C:20]([F:21])([F:23])[F:22])=[CH:12][C:11]=1[F:27])[CH3:9])=[O:28])=[O:5], predict the reactants needed to synthesize it. The reactants are: [F:1][C:2]1[CH:32]=[CH:31][CH:30]=[C:29]([F:33])[C:3]=1[C:4]([NH:6][C:7](=[O:28])[N:8]([C:10]1[CH:15]=[CH:14][C:13]([S:16][C:17]([F:26])([F:25])[CH:18]([F:24])[O:19][C:20]([F:23])([F:22])[F:21])=[CH:12][C:11]=1[F:27])[CH3:9])=[O:5].[H-].[Na+].[CH3:36]I.[Cl-].[NH4+]. (3) Given the product [Cl:11][C:9]1[CH:10]=[C:5]([CH2:4][OH:3])[CH:6]=[N:7][C:8]=1[N:12]1[CH2:17][CH2:16][N:15]([C:18]2[CH:23]=[C:22]([C:24]3[CH:29]=[CH:28][C:27]([F:30])=[CH:26][CH:25]=3)[N:21]=[C:20]([N:31]3[CH2:35][CH2:34][CH2:33][CH:32]3[CH3:36])[N:19]=2)[CH2:14][CH2:13]1, predict the reactants needed to synthesize it. The reactants are: C([O:3][C:4](=O)[C:5]1[CH:10]=[C:9]([Cl:11])[C:8]([N:12]2[CH2:17][CH2:16][N:15]([C:18]3[CH:23]=[C:22]([C:24]4[CH:29]=[CH:28][C:27]([F:30])=[CH:26][CH:25]=4)[N:21]=[C:20]([N:31]4[CH2:35][CH2:34][CH2:33][CH:32]4[CH3:36])[N:19]=3)[CH2:14][CH2:13]2)=[N:7][CH:6]=1)C.[H-].C([Al+]CC(C)C)C(C)C. (4) The reactants are: Cl.[S:2]([N:12]1[C:16]2=[N:17][CH:18]=[C:19]([CH2:21][NH2:22])[N:20]=[C:15]2[CH:14]=[CH:13]1)([C:5]1[CH:11]=[CH:10][C:8]([CH3:9])=[CH:7][CH:6]=1)(=[O:4])=[O:3].CC#N.C([O-])([O-])=O.[Na+].[Na+].[CH3:32][C:33]([O:36][C:37](O[C:37]([O:36][C:33]([CH3:35])([CH3:34])[CH3:32])=[O:38])=[O:38])([CH3:35])[CH3:34]. Given the product [S:2]([N:12]1[C:16]2=[N:17][CH:18]=[C:19]([CH2:21][NH:22][C:37](=[O:38])[O:36][C:33]([CH3:35])([CH3:34])[CH3:32])[N:20]=[C:15]2[CH:14]=[CH:13]1)([C:5]1[CH:6]=[CH:7][C:8]([CH3:9])=[CH:10][CH:11]=1)(=[O:3])=[O:4], predict the reactants needed to synthesize it. (5) Given the product [CH3:13][N:14]([CH3:21])[CH:15]1[CH2:20][CH2:19][N:18]([C:2]2[NH:3][C:4](=[O:12])[C:5]3[CH:6]=[CH:7][CH:8]=[N:9][C:10]=3[CH:11]=2)[CH2:17][CH2:16]1, predict the reactants needed to synthesize it. The reactants are: Cl[C:2]1[NH:3][C:4](=[O:12])[C:5]2[CH:6]=[CH:7][CH:8]=[N:9][C:10]=2[CH:11]=1.[CH3:13][N:14]([CH3:21])[CH:15]1[CH2:20][CH2:19][NH:18][CH2:17][CH2:16]1. (6) The reactants are: [CH2:1]([Li])[CH2:2][CH2:3][CH3:4].[CH:6]1[C:18]2[CH:17]([C:19]([OH:21])=[O:20])[C:16]3[C:11](=[CH:12][CH:13]=[CH:14][CH:15]=3)[C:10]=2[CH:9]=[CH:8][CH:7]=1.[Br:22]C(C)C(Br)C.O. Given the product [Br:22][CH2:1][CH2:2][CH2:3][CH2:4][C:17]1([C:19]([OH:21])=[O:20])[C:18]2[CH:6]=[CH:7][CH:8]=[CH:9][C:10]=2[C:11]2[C:16]1=[CH:15][CH:14]=[CH:13][CH:12]=2, predict the reactants needed to synthesize it. (7) The reactants are: [CH:1]1([C:7]([NH:9][C:10]2[CH:11]=[C:12]([CH:17]3[C:26]([CH3:28])([CH3:27])[CH2:25][C:24]4[C:19](=[CH:20][CH:21]=[C:22]([C:29]([O:31]C)=[O:30])[CH:23]=4)[NH:18]3)[CH:13]=[CH:14][C:15]=2[F:16])=[O:8])[CH2:6][CH2:5][CH2:4][CH2:3][CH2:2]1.[OH-].[Na+]. Given the product [CH:1]1([C:7]([NH:9][C:10]2[CH:11]=[C:12]([CH:17]3[C:26]([CH3:28])([CH3:27])[CH2:25][C:24]4[C:19](=[CH:20][CH:21]=[C:22]([C:29]([OH:31])=[O:30])[CH:23]=4)[NH:18]3)[CH:13]=[CH:14][C:15]=2[F:16])=[O:8])[CH2:6][CH2:5][CH2:4][CH2:3][CH2:2]1, predict the reactants needed to synthesize it.